Regression. Given two drug SMILES strings and cell line genomic features, predict the synergy score measuring deviation from expected non-interaction effect. From a dataset of NCI-60 drug combinations with 297,098 pairs across 59 cell lines. (1) Drug 1: CC12CCC3C(C1CCC2O)C(CC4=C3C=CC(=C4)O)CCCCCCCCCS(=O)CCCC(C(F)(F)F)(F)F. Drug 2: COC1=C2C(=CC3=C1OC=C3)C=CC(=O)O2. Cell line: SW-620. Synergy scores: CSS=-11.5, Synergy_ZIP=5.98, Synergy_Bliss=1.67, Synergy_Loewe=-8.13, Synergy_HSA=-8.44. (2) Cell line: T-47D. Synergy scores: CSS=20.4, Synergy_ZIP=-0.444, Synergy_Bliss=-0.497, Synergy_Loewe=-0.357, Synergy_HSA=-0.859. Drug 1: CC1C(C(CC(O1)OC2CC(OC(C2O)C)OC3=CC4=CC5=C(C(=O)C(C(C5)C(C(=O)C(C(C)O)O)OC)OC6CC(C(C(O6)C)O)OC7CC(C(C(O7)C)O)OC8CC(C(C(O8)C)O)(C)O)C(=C4C(=C3C)O)O)O)O. Drug 2: CCC1(CC2CC(C3=C(CCN(C2)C1)C4=CC=CC=C4N3)(C5=C(C=C6C(=C5)C78CCN9C7C(C=CC9)(C(C(C8N6C)(C(=O)OC)O)OC(=O)C)CC)OC)C(=O)OC)O.OS(=O)(=O)O. (3) Cell line: MCF7. Drug 2: CN(CC1=CN=C2C(=N1)C(=NC(=N2)N)N)C3=CC=C(C=C3)C(=O)NC(CCC(=O)O)C(=O)O. Synergy scores: CSS=36.2, Synergy_ZIP=-7.52, Synergy_Bliss=-8.14, Synergy_Loewe=-1.59, Synergy_HSA=0.230. Drug 1: C1=C(C(=O)NC(=O)N1)F. (4) Drug 1: CN1CCC(CC1)COC2=C(C=C3C(=C2)N=CN=C3NC4=C(C=C(C=C4)Br)F)OC. Drug 2: C1=NC(=NC(=O)N1C2C(C(C(O2)CO)O)O)N. Cell line: OVCAR3. Synergy scores: CSS=18.9, Synergy_ZIP=-4.68, Synergy_Bliss=2.18, Synergy_Loewe=0.745, Synergy_HSA=3.05. (5) Drug 1: C1=CC(=CC=C1CC(C(=O)O)N)N(CCCl)CCCl.Cl. Drug 2: C1C(C(OC1N2C=NC(=NC2=O)N)CO)O. Cell line: RPMI-8226. Synergy scores: CSS=55.9, Synergy_ZIP=-0.447, Synergy_Bliss=2.33, Synergy_Loewe=-9.09, Synergy_HSA=2.77. (6) Drug 1: CC1OCC2C(O1)C(C(C(O2)OC3C4COC(=O)C4C(C5=CC6=C(C=C35)OCO6)C7=CC(=C(C(=C7)OC)O)OC)O)O. Drug 2: CCN(CC)CCNC(=O)C1=C(NC(=C1C)C=C2C3=C(C=CC(=C3)F)NC2=O)C. Cell line: HOP-62. Synergy scores: CSS=29.2, Synergy_ZIP=-6.68, Synergy_Bliss=-3.00, Synergy_Loewe=-10.4, Synergy_HSA=-4.23. (7) Drug 1: CC1=CC2C(CCC3(C2CCC3(C(=O)C)OC(=O)C)C)C4(C1=CC(=O)CC4)C. Drug 2: COC1=NC(=NC2=C1N=CN2C3C(C(C(O3)CO)O)O)N. Cell line: HL-60(TB). Synergy scores: CSS=56.2, Synergy_ZIP=-0.162, Synergy_Bliss=-0.392, Synergy_Loewe=-20.0, Synergy_HSA=0.726. (8) Drug 1: C1CC(C1)(C(=O)O)C(=O)O.[NH2-].[NH2-].[Pt+2]. Drug 2: CN1C(=O)N2C=NC(=C2N=N1)C(=O)N. Cell line: A498. Synergy scores: CSS=4.39, Synergy_ZIP=-1.02, Synergy_Bliss=0.250, Synergy_Loewe=0.189, Synergy_HSA=0.542. (9) Drug 1: C1=NC2=C(N1)C(=S)N=CN2. Drug 2: CCN(CC)CCCC(C)NC1=C2C=C(C=CC2=NC3=C1C=CC(=C3)Cl)OC. Cell line: NCI-H460. Synergy scores: CSS=20.4, Synergy_ZIP=-2.83, Synergy_Bliss=4.44, Synergy_Loewe=2.66, Synergy_HSA=4.99. (10) Drug 1: C1=CC=C(C=C1)NC(=O)CCCCCCC(=O)NO. Drug 2: B(C(CC(C)C)NC(=O)C(CC1=CC=CC=C1)NC(=O)C2=NC=CN=C2)(O)O. Cell line: SK-OV-3. Synergy scores: CSS=76.4, Synergy_ZIP=6.43, Synergy_Bliss=7.96, Synergy_Loewe=3.46, Synergy_HSA=9.80.